From a dataset of Reaction yield outcomes from USPTO patents with 853,638 reactions. Predict the reaction yield, written as a fraction of the theoretical maximum amount of product (1.0 means a 100% yield; for example, 0.34 means a 34% yield). The reactants are [CH3:1][C:2]1([CH3:21])[CH2:6][C:5]2[CH:7]=[C:8]([N:16]3[CH:20]=[N:19][N:18]=[N:17]3)[CH:9]=[C:10]([C:11]([O:13]CC)=[O:12])[C:4]=2[O:3]1.[OH-].[Li+].CO.O1CCCC1. The catalyst is O. The product is [CH3:1][C:2]1([CH3:21])[CH2:6][C:5]2[CH:7]=[C:8]([N:16]3[CH:20]=[N:19][N:18]=[N:17]3)[CH:9]=[C:10]([C:11]([OH:13])=[O:12])[C:4]=2[O:3]1. The yield is 0.830.